This data is from Full USPTO retrosynthesis dataset with 1.9M reactions from patents (1976-2016). The task is: Predict the reactants needed to synthesize the given product. Given the product [CH3:17][O:12][CH2:11][CH2:10][C:7]1[CH:8]=[CH:9][C:4]([NH2:1])=[CH:5][CH:6]=1, predict the reactants needed to synthesize it. The reactants are: [N+:1]([C:4]1[CH:9]=[CH:8][C:7]([CH2:10][CH2:11][OH:12])=[CH:6][CH:5]=1)([O-])=O.S(OC)(O[CH3:17])(=O)=O.C([O-])([O-])=O.[K+].[K+].